From a dataset of Full USPTO retrosynthesis dataset with 1.9M reactions from patents (1976-2016). Predict the reactants needed to synthesize the given product. (1) The reactants are: [F:1][C:2]1[CH:7]=[C:6]([S:8]([CH3:11])(=[O:10])=[O:9])[CH:5]=[CH:4][C:3]=1[N:12]1[CH2:17][CH2:16][NH:15][CH2:14][CH2:13]1.[CH3:18][S:19]([C:22]1[CH:23]=[CH:24][C:25]([C:31]2[S:32][CH:33]=[CH:34][N:35]=2)=[C:26]([CH:30]=1)[C:27](O)=[O:28])(=[O:21])=[O:20]. Given the product [F:1][C:2]1[CH:7]=[C:6]([S:8]([CH3:11])(=[O:10])=[O:9])[CH:5]=[CH:4][C:3]=1[N:12]1[CH2:17][CH2:16][N:15]([C:27]([C:26]2[CH:30]=[C:22]([S:19]([CH3:18])(=[O:21])=[O:20])[CH:23]=[CH:24][C:25]=2[C:31]2[S:32][CH:33]=[CH:34][N:35]=2)=[O:28])[CH2:14][CH2:13]1, predict the reactants needed to synthesize it. (2) Given the product [CH3:2][O:3][C:4]1[CH:5]=[C:6]([C:12]2[C:13]([CH3:25])([CH3:24])[C:14](=[O:23])[N:15]([CH:17]3[CH2:22][CH2:21][N:20]([S:33]([C:30]4[CH:31]=[CH:32][C:27]([CH3:26])=[CH:28][CH:29]=4)(=[O:35])=[O:34])[CH2:19][CH2:18]3)[N:16]=2)[CH:7]=[CH:8][C:9]=1[O:10][CH3:11], predict the reactants needed to synthesize it. The reactants are: Cl.[CH3:2][O:3][C:4]1[CH:5]=[C:6]([C:12]2[C:13]([CH3:25])([CH3:24])[C:14](=[O:23])[N:15]([CH:17]3[CH2:22][CH2:21][NH:20][CH2:19][CH2:18]3)[N:16]=2)[CH:7]=[CH:8][C:9]=1[O:10][CH3:11].[CH3:26][C:27]1[CH:32]=[CH:31][C:30]([S:33](Cl)(=[O:35])=[O:34])=[CH:29][CH:28]=1. (3) Given the product [CH3:2]/[C:3](=[CH:7]\[CH:8]([CH3:11])[CH2:9][CH3:10])/[CH:4]([OH:6])[CH3:5], predict the reactants needed to synthesize it. The reactants are: [H-].[CH3:2]/[C:3](=[CH:7]\[CH:8]([CH3:11])[CH2:9][CH3:10])/[C:4](=[O:6])[CH3:5].[H-].[Al+3].[Li+].[H-].[H-].[H-]. (4) The reactants are: [CH3:1][S:2]([C:5]1[CH:6]=[C:7]([C:11]2[CH:12]=[C:13]3[C:19]([C:20]4[CH:21]=[C:22]([CH2:26][CH2:27][NH:28]C(=O)OC(C)(C)C)[CH:23]=[CH:24][CH:25]=4)=[CH:18][NH:17][C:14]3=[N:15][CH:16]=2)[CH:8]=[CH:9][CH:10]=1)(=[O:4])=[O:3].FC(F)(F)C(O)=O. Given the product [CH3:1][S:2]([C:5]1[CH:6]=[C:7]([C:11]2[CH:12]=[C:13]3[C:19]([C:20]4[CH:21]=[C:22]([CH2:26][CH2:27][NH2:28])[CH:23]=[CH:24][CH:25]=4)=[CH:18][NH:17][C:14]3=[N:15][CH:16]=2)[CH:8]=[CH:9][CH:10]=1)(=[O:3])=[O:4], predict the reactants needed to synthesize it. (5) Given the product [C:7]1([C:6]2[S:13][S:4][C:2](=[O:3])[N:14]=2)[CH:12]=[CH:11][CH:10]=[CH:9][CH:8]=1, predict the reactants needed to synthesize it. The reactants are: Cl[C:2]([S:4]Cl)=[O:3].[C:6]([NH2:14])(=[S:13])[C:7]1[CH:12]=[CH:11][CH:10]=[CH:9][CH:8]=1.C(N(C(C)C)CC)(C)C.